This data is from Forward reaction prediction with 1.9M reactions from USPTO patents (1976-2016). The task is: Predict the product of the given reaction. (1) Given the reactants [C:1]([O:5][C:6]([N:8]1[CH2:13][CH2:12][CH:11]([C:14]([NH:16][NH2:17])=[O:15])[CH2:10][CH2:9]1)=[O:7])([CH3:4])([CH3:3])[CH3:2].[CH2:18]([O:20][CH2:21][C:22](O)=[O:23])[CH3:19].Cl.CN(C)CCCN=C=NCC.O.ON1C2C=CC=CC=2N=N1.C(N(CC)CC)C, predict the reaction product. The product is: [CH2:18]([O:20][CH2:21][C:22]([NH:17][NH:16][C:14]([CH:11]1[CH2:12][CH2:13][N:8]([C:6]([O:5][C:1]([CH3:4])([CH3:2])[CH3:3])=[O:7])[CH2:9][CH2:10]1)=[O:15])=[O:23])[CH3:19]. (2) Given the reactants Cl.[C:2]([C:4]1([NH:10][C:11]([CH:13]([NH:21][C:22]([N:24]2[CH2:29][CH2:28][O:27][CH2:26][CH2:25]2)=[O:23])[CH2:14][CH:15]2[CH2:20][CH2:19][CH2:18][CH2:17][CH2:16]2)=[O:12])[CH2:9][CH2:8][NH:7][CH2:6][CH2:5]1)#[N:3].[CH3:30][N:31]1[CH2:36][CH2:35][N:34]([C:37](Cl)=[O:38])[CH2:33][CH2:32]1.CN1CCOCC1, predict the reaction product. The product is: [C:2]([C:4]1([NH:10][C:11]([CH:13]([NH:21][C:22]([N:24]2[CH2:29][CH2:28][O:27][CH2:26][CH2:25]2)=[O:23])[CH2:14][CH:15]2[CH2:16][CH2:17][CH2:18][CH2:19][CH2:20]2)=[O:12])[CH2:5][CH2:6][N:7]([C:37]([N:34]2[CH2:35][CH2:36][N:31]([CH3:30])[CH2:32][CH2:33]2)=[O:38])[CH2:8][CH2:9]1)#[N:3]. (3) Given the reactants FC(F)(F)C(O)=O.C(OC([N:15]1[CH2:20][CH2:19][CH:18]([O:21][C:22]2[CH:27]=[CH:26][CH:25]=[CH:24][C:23]=2[Cl:28])[CH2:17][CH2:16]1)=O)(C)(C)C, predict the reaction product. The product is: [Cl:28][C:23]1[CH:24]=[CH:25][CH:26]=[CH:27][C:22]=1[O:21][CH:18]1[CH2:19][CH2:20][NH:15][CH2:16][CH2:17]1. (4) Given the reactants FC(F)(F)C(O)=O.[NH2:8][C:9]1[NH:13][C:12]2[CH:14]=[CH:15][C:16]([O:18][S:19]([C:22]3[CH:27]=[CH:26][C:25]([F:28])=[CH:24][CH:23]=3)(=[O:21])=[O:20])=[CH:17][C:11]=2[N:10]=1.[CH:29]1([C:32](Cl)=[O:33])[CH2:31][CH2:30]1.C(N(CC)CC)C, predict the reaction product. The product is: [NH2:8][C:9]1[N:10]([C:32]([CH:29]2[CH2:31][CH2:30]2)=[O:33])[C:11]2[CH:17]=[C:16]([O:18][S:19]([C:22]3[CH:27]=[CH:26][C:25]([F:28])=[CH:24][CH:23]=3)(=[O:20])=[O:21])[CH:15]=[CH:14][C:12]=2[N:13]=1. (5) Given the reactants [CH3:1][O:2][C:3](=[O:22])[C:4]1[CH:9]=[CH:8][CH:7]=[C:6]([S:10][C:11]2[C:19]3[C:14](=[CH:15][C:16]([Cl:20])=[CH:17][CH:18]=3)[NH:13][C:12]=2[CH3:21])[CH:5]=1.Br[C:24]1[CH:25]=[C:26]([C:30]2[CH:35]=[CH:34][CH:33]=[CH:32][CH:31]=2)[CH:27]=[CH:28][CH:29]=1, predict the reaction product. The product is: [CH3:1][O:2][C:3](=[O:22])[C:4]1[CH:9]=[CH:8][CH:7]=[C:6]([S:10][C:11]2[C:19]3[C:14](=[CH:15][C:16]([Cl:20])=[CH:17][CH:18]=3)[N:13]([C:32]3[CH:31]=[C:30]([C:26]4[CH:27]=[CH:28][CH:29]=[CH:24][CH:25]=4)[CH:35]=[CH:34][CH:33]=3)[C:12]=2[CH3:21])[CH:5]=1. (6) Given the reactants [Br:1][C:2]1[N:10]([CH2:11]C2C=CC(Cl)=CC=2)[C:9]2[C:8](=[O:19])[NH:7][C:6](=[O:20])[N:5]([CH3:21])[C:4]=2[N:3]=1.C(=O)([O-])[O-].[K+].[K+].[CH3:28][Si:29]([CH3:36])([CH3:35])[CH2:30][CH2:31][O:32]CCl, predict the reaction product. The product is: [Br:1][C:2]1[N:10]([CH2:11][O:32][CH2:31][CH2:30][Si:29]([CH3:36])([CH3:35])[CH3:28])[C:9]2[C:8](=[O:19])[NH:7][C:6](=[O:20])[N:5]([CH3:21])[C:4]=2[N:3]=1. (7) Given the reactants [CH2:1]=[CH:2][CH2:3][CH2:4][CH2:5][CH2:6][CH2:7][CH3:8].[CH2:9]=[CH:10][CH2:11][CH2:12][CH2:13][CH2:14][CH:15]=[CH2:16].C=C, predict the reaction product. The product is: [CH2:1]=[CH2:2].[CH2:9]=[CH:10][CH2:11][CH2:12][CH2:13][CH2:14][CH2:15][CH3:16].[CH2:1]=[CH:2][CH2:3][CH2:4][CH2:5][CH2:6][CH:7]=[CH2:8]. (8) Given the reactants [CH3:1][C:2]1[N:3]=[C:4]([NH2:7])[S:5][CH:6]=1.[Cl:8][C:9]1[CH:14]=[C:13]([O:15][C:16]2[C:25]3[CH2:24][CH2:23][CH2:22][CH2:21][C:20]=3[CH:19]=[CH:18][CH:17]=2)[CH:12]=[CH:11][N:10]=1.P([O-])([O-])([O-])=O.[K+].[K+].[K+], predict the reaction product. The product is: [ClH:8].[CH3:1][C:2]1[N:3]=[C:4]([NH:7][C:9]2[CH:14]=[C:13]([O:15][C:16]3[C:25]4[CH2:24][CH2:23][CH2:22][CH2:21][C:20]=4[CH:19]=[CH:18][CH:17]=3)[CH:12]=[CH:11][N:10]=2)[S:5][CH:6]=1. (9) Given the reactants [C:1]([O:5][C:6]([N:8]1[C@@H:12]([C@@H:13]([OH:27])[C@@H:14]([N+:24]([O-])=O)[CH2:15][C:16]2[CH:21]=[C:20]([F:22])[CH:19]=[C:18]([F:23])[CH:17]=2)[CH2:11][O:10][C:9]1([CH3:29])[CH3:28])=[O:7])([CH3:4])([CH3:3])[CH3:2].[BH4-].[Na+].O, predict the reaction product. The product is: [C:1]([O:5][C:6]([N:8]1[C@@H:12]([C@@H:13]([OH:27])[C@@H:14]([NH2:24])[CH2:15][C:16]2[CH:17]=[C:18]([F:23])[CH:19]=[C:20]([F:22])[CH:21]=2)[CH2:11][O:10][C:9]1([CH3:29])[CH3:28])=[O:7])([CH3:4])([CH3:2])[CH3:3].